Dataset: Reaction yield outcomes from USPTO patents with 853,638 reactions. Task: Predict the reaction yield, written as a fraction of the theoretical maximum amount of product (1.0 means a 100% yield; for example, 0.34 means a 34% yield). The product is [CH2:41]([C@@H:10]1[C@:9]([C:4]2[C:5]([F:8])=[N:6][CH:7]=[C:2]([Br:1])[CH:3]=2)([CH3:28])[N:17]=[C:16]([NH:18][C:19](=[O:25])[O:20][C:21]([CH3:22])([CH3:23])[CH3:24])[C:12]2([CH2:13][CH2:14][CH2:15]2)[S:11]1(=[O:27])=[O:26])[CH:40]=[CH2:39]. The reactants are [Br:1][C:2]1[CH:3]=[C:4]([C@@:9]2([CH3:28])[N:17]=[C:16]([NH:18][C:19](=[O:25])[O:20][C:21]([CH3:24])([CH3:23])[CH3:22])[C:12]3([CH2:15][CH2:14][CH2:13]3)[S:11](=[O:27])(=[O:26])[CH2:10]2)[C:5]([F:8])=[N:6][CH:7]=1.C[Si]([N-][Si](C)(C)C)(C)C.[K+].[CH2:39](Br)[CH:40]=[CH2:41]. The catalyst is C1COCC1. The yield is 0.373.